This data is from Forward reaction prediction with 1.9M reactions from USPTO patents (1976-2016). The task is: Predict the product of the given reaction. (1) Given the reactants [N:1]([CH:4]([C:6]1[CH:11]=[CH:10][CH:9]=[CH:8][C:7]=1[C:12]1[C:16]2[CH:17]=[CH:18][CH:19]=[CH:20][C:15]=2[O:14][N:13]=1)[CH3:5])=[N+]=[N-].C1(P(C2C=CC=CC=2)C2C=CC=CC=2)C=CC=CC=1.C(O)(=O)C(O)=O.[ClH:46], predict the reaction product. The product is: [ClH:46].[O:14]1[C:15]2[CH:20]=[CH:19][CH:18]=[CH:17][C:16]=2[C:12]([C:7]2[CH:8]=[CH:9][CH:10]=[CH:11][C:6]=2[CH:4]([CH3:5])[NH2:1])=[N:13]1. (2) Given the reactants [Cl:1][C:2]1[N:7]=[C:6]([NH:8][C@@H:9]([C:12]([CH3:15])([CH3:14])[CH3:13])[CH2:10][OH:11])[C:5]([F:16])=[CH:4][N:3]=1.C(N(CC)CC)C.[CH3:24][S:25](Cl)(=[O:27])=[O:26], predict the reaction product. The product is: [CH3:24][S:25]([O:11][CH2:10][C@@H:9]([NH:8][C:6]1[C:5]([F:16])=[CH:4][N:3]=[C:2]([Cl:1])[N:7]=1)[C:12]([CH3:13])([CH3:15])[CH3:14])(=[O:27])=[O:26]. (3) Given the reactants [NH:1]1[CH:5]=[C:4]([C:6]2[CH:11]=[N:10][N:9]3[C:12]([C:15]4[CH:16]=[C:17]([NH:21][C:22]([NH:24][CH2:25][C:26]([F:29])([F:28])[F:27])=[O:23])[CH:18]=[CH:19][CH:20]=4)=[CH:13][N:14]=[C:8]3[CH:7]=2)[CH:3]=[N:2]1.[CH:30]1(/[CH:33]=[CH:34]/[C:35]#[N:36])[CH2:32][CH2:31]1, predict the reaction product. The product is: [C:35]([CH2:34][CH:33]([N:1]1[CH:5]=[C:4]([C:6]2[CH:11]=[N:10][N:9]3[C:12]([C:15]4[CH:16]=[C:17]([NH:21][C:22]([NH:24][CH2:25][C:26]([F:28])([F:27])[F:29])=[O:23])[CH:18]=[CH:19][CH:20]=4)=[CH:13][N:14]=[C:8]3[CH:7]=2)[CH:3]=[N:2]1)[CH:30]1[CH2:32][CH2:31]1)#[N:36]. (4) The product is: [C:18]([O:22][C:23](=[O:48])[CH2:24][N:25]1[C:29]2[CH:30]=[CH:31][C:32]([N:34]([CH2:2][C:3]3[S:4][C:5]4[CH:11]=[CH:10][CH:9]=[CH:8][C:6]=4[N:7]=3)[S:35]([C:38]3[CH:39]=[CH:40][C:41]([F:44])=[CH:42][CH:43]=3)(=[O:36])=[O:37])=[CH:33][C:28]=2[N:27]=[C:26]1[CH2:45][CH2:46][CH3:47])([CH3:21])([CH3:20])[CH3:19]. Given the reactants Br[CH2:2][C:3]1[S:4][C:5]2[CH:11]=[CH:10][CH:9]=[CH:8][C:6]=2[N:7]=1.C([O-])([O-])=O.[K+].[K+].[C:18]([O:22][C:23](=[O:48])[CH2:24][N:25]1[C:29]2[CH:30]=[CH:31][C:32]([NH:34][S:35]([C:38]3[CH:43]=[CH:42][C:41]([F:44])=[CH:40][CH:39]=3)(=[O:37])=[O:36])=[CH:33][C:28]=2[N:27]=[C:26]1[CH2:45][CH2:46][CH3:47])([CH3:21])([CH3:20])[CH3:19], predict the reaction product. (5) Given the reactants [C:1]1([CH2:7][CH2:8][CH2:9][C:10]([O:12][CH2:13][O:14][P:15]([NH:31][C:32]([N:34]([CH2:36][C:37]([OH:39])=[O:38])[CH3:35])=[NH:33])([O:17]COC(CCCC2C=CC=CC=2)=O)=[O:16])=[O:11])[CH:6]=[CH:5][CH:4]=[CH:3][CH:2]=1, predict the reaction product. The product is: [OH:17][P:15]([NH:31][C:32]([N:34]([CH2:36][C:37]([OH:39])=[O:38])[CH3:35])=[NH:33])([O:14][CH2:13][O:12][C:10]([CH2:9][CH2:8][CH2:7][C:1]1[CH:6]=[CH:5][CH:4]=[CH:3][CH:2]=1)=[O:11])=[O:16].